Dataset: TCR-epitope binding with 47,182 pairs between 192 epitopes and 23,139 TCRs. Task: Binary Classification. Given a T-cell receptor sequence (or CDR3 region) and an epitope sequence, predict whether binding occurs between them. (1) The epitope is QVPLRPMTYK. The TCR CDR3 sequence is CASSLAGHTEAFF. Result: 0 (the TCR does not bind to the epitope). (2) The epitope is GVAMPNLYK. The TCR CDR3 sequence is CASSHIAGQETQYF. Result: 0 (the TCR does not bind to the epitope). (3) The epitope is SLVKPSFYV. The TCR CDR3 sequence is CASSMGQGDYEQYF. Result: 0 (the TCR does not bind to the epitope). (4) The epitope is VSFIEFVGW. The TCR CDR3 sequence is CASSPWADVVTDTQYF. Result: 0 (the TCR does not bind to the epitope). (5) The TCR CDR3 sequence is CASSLGTGATEAFF. Result: 0 (the TCR does not bind to the epitope). The epitope is TVYDPLQPELDSFK. (6) The epitope is LPPIVAKEI. The TCR CDR3 sequence is CASMGLAGPAGTGELFF. Result: 0 (the TCR does not bind to the epitope). (7) The epitope is CINGVCWTV. The TCR CDR3 sequence is CASSQEPSGGTNTGELFF. Result: 1 (the TCR binds to the epitope).